Task: Predict the reaction yield, written as a fraction of the theoretical maximum amount of product (1.0 means a 100% yield; for example, 0.34 means a 34% yield).. Dataset: Reaction yield outcomes from USPTO patents with 853,638 reactions (1) The reactants are [NH2:1][C@H:2]([C:5]1[N:14]([C:15]2[CH:20]=[CH:19][CH:18]=[C:17]([F:21])[CH:16]=2)[C:13](=[O:22])[C:12]2[C:7](=[CH:8][CH:9]=[CH:10][C:11]=2[Cl:23])[N:6]=1)[CH2:3][CH3:4].Cl[C:25]1[N:30]=[CH:29][N:28]=[C:27]([NH2:31])[C:26]=1[C:32]1[N:33]=[N:34][N:35]([CH3:37])[N:36]=1.CCN(C(C)C)C(C)C. The catalyst is CCCCO. The product is [NH2:31][C:27]1[N:28]=[CH:29][N:30]=[C:25]([NH:1][C@H:2]([C:5]2[N:14]([C:15]3[CH:20]=[CH:19][CH:18]=[C:17]([F:21])[CH:16]=3)[C:13](=[O:22])[C:12]3[C:7](=[CH:8][CH:9]=[CH:10][C:11]=3[Cl:23])[N:6]=2)[CH2:3][CH3:4])[C:26]=1[C:32]1[N:33]=[N:34][N:35]([CH3:37])[N:36]=1. The yield is 0.590. (2) The reactants are FC(F)(F)S(O[C:7]1[CH:12]=[CH:11][C:10]([N:13]2[CH:18]=[C:17]([O:19][CH3:20])[C:16](=[O:21])[C:15]([C:22]3[N:26]([C:27]4[CH:32]=[CH:31][CH:30]=[CH:29][CH:28]=4)[N:25]=[CH:24][CH:23]=3)=[N:14]2)=[C:9]([F:33])[CH:8]=1)(=O)=O.[CH:36]1([CH:39]=[CH2:40])[CH2:38][CH2:37]1.CCN(C(C)C)C(C)C. The catalyst is CN(C=O)C.C([O-])(O)=O.[Na+].[Cu]I.Cl[Pd](Cl)([P](C1C=CC=CC=1)(C1C=CC=CC=1)C1C=CC=CC=1)[P](C1C=CC=CC=1)(C1C=CC=CC=1)C1C=CC=CC=1.C1C=CC(P(C2C=CC=CC=2)C2C=CC=CC=2)=CC=1. The product is [CH:36]1([C:39]#[C:40][C:7]2[CH:12]=[CH:11][C:10]([N:13]3[CH:18]=[C:17]([O:19][CH3:20])[C:16](=[O:21])[C:15]([C:22]4[N:26]([C:27]5[CH:28]=[CH:29][CH:30]=[CH:31][CH:32]=5)[N:25]=[CH:24][CH:23]=4)=[N:14]3)=[C:9]([F:33])[CH:8]=2)[CH2:38][CH2:37]1. The yield is 0.850. (3) The reactants are [F:1][C:2]([F:28])([F:27])[C:3]1[CH:22]=[C:21]([C:23]([F:26])([F:25])[F:24])[CH:20]=[CH:19][C:4]=1[CH2:5][O:6][C:7]1[CH:14]=[CH:13][C:10]([CH:11]=O)=[CH:9][C:8]=1[O:15][CH:16]([CH3:18])[CH3:17].[CH3:29][NH:30][C:31]1[CH2:35][S:34][C:33](=[O:36])[N:32]=1.CC(C)([O-])C.[K+].O. The catalyst is C(O)C. The product is [F:1][C:2]([F:27])([F:28])[C:3]1[CH:22]=[C:21]([C:23]([F:26])([F:25])[F:24])[CH:20]=[CH:19][C:4]=1[CH2:5][O:6][C:7]1[CH:14]=[CH:13][C:10](/[CH:11]=[C:35]2/[C:31]([NH:30][CH3:29])=[N:32][C:33](=[O:36])[S:34]/2)=[CH:9][C:8]=1[O:15][CH:16]([CH3:18])[CH3:17]. The yield is 0.0900. (4) The product is [CH2:9]([O:16][CH2:17][CH:18]([CH3:19])[O:20][Si:1]([C:4]([CH3:7])([CH3:6])[CH3:5])([CH3:3])[CH3:2])[C:10]1[CH:15]=[CH:14][CH:13]=[CH:12][CH:11]=1. The catalyst is CN(C1C=CN=CC=1)C.C(Cl)Cl. The reactants are [Si:1](Cl)([C:4]([CH3:7])([CH3:6])[CH3:5])([CH3:3])[CH3:2].[CH2:9]([O:16][CH2:17][CH:18]([OH:20])[CH3:19])[C:10]1[CH:15]=[CH:14][CH:13]=[CH:12][CH:11]=1.N1C=CN=C1. The yield is 0.820. (5) The reactants are [NH2:1][CH2:2][CH2:3][CH2:4][OH:5].[N:6]1[CH:11]=[CH:10][N:9]=[CH:8][C:7]=1[C:12](O)=[O:13].CCN(C(C)C)C(C)C.C1C=CC2N(O)N=NC=2C=1.CCN=C=NCCCN(C)C.Cl. The catalyst is C(Cl)Cl.[Cl-].[Na+].O. The product is [OH:5][CH2:4][CH2:3][CH2:2][NH:1][C:12]([C:7]1[CH:8]=[N:9][CH:10]=[CH:11][N:6]=1)=[O:13]. The yield is 0.680. (6) The reactants are [C:1]([C:3]1[CH:11]=[CH:10][C:6]([C:7](Cl)=[O:8])=[CH:5][CH:4]=1)#[N:2].[Cl-].[Cl-].[Cl-].[Al+3].O. The catalyst is C1(C)C=CC=CC=1.C(OCC)C. The product is [CH3:1][C:3]1[CH:11]=[CH:10][C:6]([C:7]([C:6]2[CH:10]=[CH:11][C:3]([C:1]#[N:2])=[CH:4][CH:5]=2)=[O:8])=[CH:5][CH:4]=1. The yield is 0.490. (7) The reactants are Br[C:2]1[CH:7]=[C:6]([F:8])[CH:5]=[C:4]([F:9])[CH:3]=1.O1CC(=O)C1.[CH2:15]1[CH2:19][O:18][CH2:17][CH2:16]1. The product is [F:9][C:4]1[CH:3]=[C:2]([C:19]2([OH:18])[CH2:15][CH2:16][CH2:17]2)[CH:7]=[C:6]([F:8])[CH:5]=1. The yield is 0.540. No catalyst specified.